From a dataset of Forward reaction prediction with 1.9M reactions from USPTO patents (1976-2016). Predict the product of the given reaction. (1) Given the reactants [CH3:1][N:2]1[CH:6]=[CH:5][N:4]=[N:3]1.CC#N.C(=O)=O.C([Li])CCC.[F:18][C:19]([F:29])([F:28])[C:20]1[CH:27]=[CH:26][C:23]([CH:24]=[O:25])=[CH:22][N:21]=1, predict the reaction product. The product is: [CH3:1][N:2]1[C:6]([CH:24]([C:23]2[CH:22]=[N:21][C:20]([C:19]([F:29])([F:18])[F:28])=[CH:27][CH:26]=2)[OH:25])=[CH:5][N:4]=[N:3]1. (2) Given the reactants [Cl:1][C:2]1[N:3]=[C:4]2[C:9](=[CH:10][CH:11]=1)[N:8]=[CH:7][C:6]([C:12](=[O:14])[CH3:13])=[C:5]2[NH:15][C:16]1[CH:17]=[N:18][C:19]([N:22]2[CH2:26][CH2:25][CH:24]([N:27]([CH3:29])[CH3:28])[CH2:23]2)=[CH:20][CH:21]=1.[Cl:30][C:31]1[CH:36]=[C:35](B2OC(C)(C)C(C)(C)O2)[CH:34]=[C:33]([F:46])[C:32]=1[OH:47], predict the reaction product. The product is: [ClH:1].[ClH:30].[ClH:1].[Cl:30][C:31]1[CH:36]=[C:35]([C:2]2[N:3]=[C:4]3[C:9](=[CH:10][CH:11]=2)[N:8]=[CH:7][C:6]([C:12](=[O:14])[CH3:13])=[C:5]3[NH:15][C:16]2[CH:17]=[N:18][C:19]([N:22]3[CH2:26][CH2:25][CH:24]([N:27]([CH3:28])[CH3:29])[CH2:23]3)=[CH:20][CH:21]=2)[CH:34]=[C:33]([F:46])[C:32]=1[OH:47].